Dataset: Peptide-MHC class I binding affinity with 185,985 pairs from IEDB/IMGT. Task: Regression. Given a peptide amino acid sequence and an MHC pseudo amino acid sequence, predict their binding affinity value. This is MHC class I binding data. (1) The peptide sequence is VQPWLMVDV. The MHC is HLA-B51:01 with pseudo-sequence HLA-B51:01. The binding affinity (normalized) is 0.0847. (2) The peptide sequence is VWAPLILAYFPVF. The MHC is HLA-B42:01 with pseudo-sequence HLA-B42:01. The binding affinity (normalized) is 0.207. (3) The peptide sequence is QQAELEAFL. The MHC is Mamu-B8701 with pseudo-sequence Mamu-B8701. The binding affinity (normalized) is 0.510. (4) The peptide sequence is DYNFVKQLF. The MHC is HLA-A23:01 with pseudo-sequence HLA-A23:01. The binding affinity (normalized) is 0.664. (5) The peptide sequence is MSTNPKPQKK. The MHC is HLA-A11:01 with pseudo-sequence HLA-A11:01. The binding affinity (normalized) is 0.357. (6) The peptide sequence is SFTVKLGGVF. The MHC is HLA-A24:02 with pseudo-sequence HLA-A24:02. The binding affinity (normalized) is 0.152.